This data is from Forward reaction prediction with 1.9M reactions from USPTO patents (1976-2016). The task is: Predict the product of the given reaction. Given the reactants Br[C:2]1[CH:7]=[CH:6][C:5]([N:8]2[C:12]([CH2:13][CH:14]3[CH2:17][N:16]([C:18]([CH:20]4[CH2:22][CH2:21]4)=[O:19])[CH2:15]3)=[N:11][NH:10][C:9]2=[O:23])=[CH:4][CH:3]=1.CC1(C)C(C)(C)OB([C:32]2[CH:33]=[CH:34][C:35]3[O:39][CH:38]=[CH:37][C:36]=3[CH:40]=2)O1.C(=O)([O-])[O-].[K+].[K+].Cl, predict the reaction product. The product is: [O:39]1[C:35]2[CH:34]=[CH:33][C:32]([C:2]3[CH:7]=[CH:6][C:5]([N:8]4[C:12]([CH2:13][CH:14]5[CH2:17][N:16]([C:18]([CH:20]6[CH2:22][CH2:21]6)=[O:19])[CH2:15]5)=[N:11][NH:10][C:9]4=[O:23])=[CH:4][CH:3]=3)=[CH:40][C:36]=2[CH:37]=[CH:38]1.